From a dataset of Forward reaction prediction with 1.9M reactions from USPTO patents (1976-2016). Predict the product of the given reaction. The product is: [Cl:12][CH2:13][C:14]([NH:1][C:2]1[CH:10]=[CH:9][CH:8]=[C:7]([CH3:11])[C:3]=1[C:4]([OH:6])=[O:5])=[O:15]. Given the reactants [NH2:1][C:2]1[CH:10]=[CH:9][CH:8]=[C:7]([CH3:11])[C:3]=1[C:4]([OH:6])=[O:5].[Cl:12][CH2:13][C:14](Cl)=[O:15], predict the reaction product.